This data is from Experimentally validated miRNA-target interactions with 360,000+ pairs, plus equal number of negative samples. The task is: Binary Classification. Given a miRNA mature sequence and a target amino acid sequence, predict their likelihood of interaction. (1) The miRNA is hsa-miR-583 with sequence CAAAGAGGAAGGUCCCAUUAC. The protein sequence of the target gene is MVRMNVLADALKSINNAEKRGKRQVLIRPCSKVIVRFLTVMMKHGYIGEFEIIDDHRAGKIVVNLTGRLNKCGVISPRFDVQLKDLEKWQNNLLPSRQFGFIVLTTSAGIMDHEEARRKHTGGKILGFFF. Result: 0 (no interaction). (2) The miRNA is hsa-miR-296-5p with sequence AGGGCCCCCCCUCAAUCCUGU. The protein sequence of the target gene is MPLAFCGSENHSAAYRVDQGVLNNGCFVDALNVVPHVFLLFITFPILFIGWGSQSSKVHIHHSTWLHFPGHNLRWILTFMLLFVLVCEIAEGILSDGVTESHHLHLYMPAGMAFMAAVTSVVYYHNIETSNFPKLLIALLVYWTLAFITKTIKFVKFLDHAIGFSQLRFCLTGLLVILYGMLLLVEVNVIRVRRYIFFKTPREVKPPEDLQDLGVRFLQPFVNLLSKGTYWWMNAFIKTAHKKPIDLRAIGKLPIAMRALTNYQRLCEAFDAQVRKDIQGTQGARAIWQALSHAFGRRLV.... Result: 0 (no interaction). (3) The miRNA is hsa-miR-452-5p with sequence AACUGUUUGCAGAGGAAACUGA. The protein sequence of the target gene is MPQTVILPGPAPWGFRLSGGIDFNQPLVITRITPGSKAAAANLCPGDVILAIDGFGTESMTHADAQDRIKAAAHQLCLKIDRGETHLWSPQVSEDGKAHPFKINLESEPQDGNYFEHKHNIRPKPFVIPGRSSGCSTPSGIDCGSGRSTPSSVSTVSTICPGDLKVAAKLAPNIPLEMELPGVKIVHAQFNTPMQLYSDDNIMETLQGQVSTALGETPLMSEPTASVPPESDVYRMLHDNRNEPTQPRQSGSFRVLQGMVDDGSDDRPAGTRSVRAPVTKVHGGSGGAQRMPLCDKCGSG.... Result: 0 (no interaction). (4) The miRNA is mmu-miR-3473c with sequence UCUCUCCAGCCCCCAUAAUAAG. The protein sequence of the target gene is MAVCIAVIAKENYPLYIRSTPTENELKFHYMVHTSLDVVDEKISAMGKALVDQRELYLGLLYPTEDYKVYGYVTNSKVKFVMVVDSSNTALRDNEIRSMFRKLHNSYTDVMCNPFYNPGDRIQSSRAFDNMVTSMMIQVC. Result: 0 (no interaction). (5) The miRNA is hsa-miR-5690 with sequence UCAGCUACUACCUCUAUUAGG. The protein sequence of the target gene is MEMQSYYAKLLGELNEQRKRDFFCDCSIIVEGRIFKAHRNILFANSGYFRALLIHYIQDSGRHSTASLDIVTSDAFSIILDFLYSGKLDLCGENVIEVMSAASYLQMNDVVNFCKTYIRSSLDICRKMEKEAAVAAAVAAAAAAAAAAAAAAAHQVDSESPSSGREGTSCGTKSLVSSPAEGEKSVECLRESPCGDCGDCHPLELVVRDSLGGGSADSNLSTPPKRIEPKVEFDADEVEVDVGEQLQQYAAPLNLAHVEEALPSGQAVDLAYSNYHVKQFLEALLRNSAAPSKDDADHHF.... Result: 1 (interaction). (6) The miRNA is hsa-miR-219b-5p with sequence AGAUGUCCAGCCACAAUUCUCG. The protein sequence of the target gene is MLPGVGVFGTSLTARVIIPLLKDEGFAVKALWGRTQEEAEELAKEMSVPFYTSRIDEVLLHQDVDLVCINLPPPLTRQIAVKTLGIGKNVICDRTATPLDAFRMMSAAHYYPKLMSIMGNVLRFLPAFVRMKQLIEEGYVGELLVCEVQVHSGSLLGKKYNWSCDDLMGGGGLHSVGTYIIDLLTFLTGQKAVKVHGLLKTFVKQTDHIKGIRQITSDDFCTFQMVLEGGVCCTVTLNFNVPGEFKQDVTVVGSAGRLLAVGTDLYGQRNSAPEQELLLQDTTSVSNSLLPEKAFSDIPS.... Result: 0 (no interaction).